Dataset: Reaction yield outcomes from USPTO patents with 853,638 reactions. Task: Predict the reaction yield, written as a fraction of the theoretical maximum amount of product (1.0 means a 100% yield; for example, 0.34 means a 34% yield). (1) The reactants are O.Cl.[NH2:3][C@@H:4]([C:7]([OH:9])=[O:8])[CH2:5][SH:6].[OH:10][C:11]1[CH:18]=[C:17]([OH:19])[CH:16]=[CH:15][C:12]=1[C:13]#N.P([O-])([O-])([O-])=O.C([O-])(O)=O.[Na+]. The catalyst is CO. The product is [OH:10][C:11]1[CH:18]=[C:17]([OH:19])[CH:16]=[CH:15][C:12]=1[C:13]1[S:6][CH2:5][C@H:4]([C:7]([OH:9])=[O:8])[N:3]=1. The yield is 0.660. (2) The reactants are [NH2:1][C:2]1[CH:7]=[C:6]([O:8][C:9]2[CH:10]=[C:11]([CH:17]=[CH:18][C:19]=2[Cl:20])[C:12]([O:14][CH2:15][CH3:16])=[O:13])[CH:5]=[CH:4][N:3]=1.[Br:21]Br. The catalyst is C(O)(=O)C. The product is [NH2:1][C:2]1[CH:7]=[C:6]([O:8][C:9]2[CH:10]=[C:11]([CH:17]=[CH:18][C:19]=2[Cl:20])[C:12]([O:14][CH2:15][CH3:16])=[O:13])[C:5]([Br:21])=[CH:4][N:3]=1. The yield is 0.589. (3) The reactants are [H-].[Na+].[Cl:3][C:4]([Cl:22])([Cl:21])[CH2:5][O:6][C:7]([NH:9][C:10]1[CH:11]=[C:12]([CH:18]=[CH:19][CH:20]=1)[C:13]([O:15][CH2:16][CH3:17])=[O:14])=[O:8].S(OC)(O[CH3:27])(=O)=O.O. The catalyst is O1CCCC1. The product is [CH3:27][N:9]([C:10]1[CH:11]=[C:12]([CH:18]=[CH:19][CH:20]=1)[C:13]([O:15][CH2:16][CH3:17])=[O:14])[C:7]([O:6][CH2:5][C:4]([Cl:21])([Cl:22])[Cl:3])=[O:8]. The yield is 0.790. (4) The reactants are [C:1](Cl)(Cl)=[S:2].[CH3:5][C:6]1[C:7]([NH2:13])=[N:8][CH:9]=[C:10]([CH3:12])[N:11]=1. The catalyst is O1CCCC1.C(=O)([O-])O.[Na+]. The product is [N:13]([C:7]1[C:6]([CH3:5])=[N:11][C:10]([CH3:12])=[CH:9][N:8]=1)=[C:1]=[S:2]. The yield is 0.330. (5) The reactants are [NH:1]1[C:9]2[C:4](=[CH:5][CH:6]=[CH:7][CH:8]=2)[C:3](/[CH:10]=[CH:11]/[C:12]2[CH:25]=[CH:24][C:15]([C:16]([N:18]3[CH2:23][CH2:22][NH:21][CH2:20][CH2:19]3)=[O:17])=[CH:14][CH:13]=2)=[N:2]1.C(OC([NH:33][C:34]([CH3:39])([CH3:38])[C:35](O)=[O:36])=O)(C)(C)C.O.ON1C2C=CC=CC=2N=N1.[ClH:51].C(N=C=NCCCN(C)C)C.CN1CCOCC1.Cl.CO. The product is [ClH:51].[ClH:51].[NH2:33][C:34]([CH3:39])([CH3:38])[C:35]([N:21]1[CH2:22][CH2:23][N:18]([C:16](=[O:17])[C:15]2[CH:14]=[CH:13][C:12](/[CH:11]=[CH:10]/[C:3]3[C:4]4[C:9](=[CH:8][CH:7]=[CH:6][CH:5]=4)[NH:1][N:2]=3)=[CH:25][CH:24]=2)[CH2:19][CH2:20]1)=[O:36]. The catalyst is CO. The yield is 0.230.